This data is from Peptide-MHC class I binding affinity with 185,985 pairs from IEDB/IMGT. The task is: Regression. Given a peptide amino acid sequence and an MHC pseudo amino acid sequence, predict their binding affinity value. This is MHC class I binding data. (1) The peptide sequence is SAAAYFVGY. The MHC is HLA-A24:02 with pseudo-sequence HLA-A24:02. The binding affinity (normalized) is 0.236. (2) The peptide sequence is ILQLIRHGR. The MHC is HLA-A03:01 with pseudo-sequence HLA-A03:01. The binding affinity (normalized) is 0.329. (3) The binding affinity (normalized) is 0.470. The peptide sequence is IVTDLENRLK. The MHC is HLA-A11:01 with pseudo-sequence HLA-A11:01. (4) The peptide sequence is HPRVSSEVHI. The MHC is HLA-B44:02 with pseudo-sequence HLA-B44:02. The binding affinity (normalized) is 0.